The task is: Predict the reaction yield, written as a fraction of the theoretical maximum amount of product (1.0 means a 100% yield; for example, 0.34 means a 34% yield).. This data is from Reaction yield outcomes from USPTO patents with 853,638 reactions. (1) The reactants are [Cl:1][C:2]1[C:3]2[CH:10]=[CH:9][NH:8][C:4]=2[N:5]=[CH:6][N:7]=1.C1C(=O)N([Br:18])C(=O)C1. The catalyst is CN(C=O)C.C(Cl)Cl. The product is [Br:18][C:10]1[C:3]2[C:2]([Cl:1])=[N:7][CH:6]=[N:5][C:4]=2[NH:8][CH:9]=1. The yield is 0.790. (2) The reactants are CC[N:3](C1C=CC=CC=1)CC.[N:12]1[CH:17]=[CH:16][CH:15]=[CH:14][C:13]=1[C:18]([OH:20])=O.Cl.CN(C)CCCN=C=NCC.ON1C2C=CC=CC=2N=N1. The catalyst is C1COCC1. The product is [N:12]1[CH:17]=[CH:16][CH:15]=[CH:14][C:13]=1[C:18]([NH2:3])=[O:20]. The yield is 1.00. (3) The reactants are [O:1]=[C:2]1[N:10]([CH2:11][CH2:12][CH3:13])[C:9]2[NH:8][C:7]([C:14]34[CH2:21][CH2:20][C:17]([CH:22]=[N:23]O)([CH2:18][CH2:19]3)[CH2:16][CH2:15]4)=[N:6][C:5]=2[C:4](=[O:25])[N:3]1[CH2:26][CH2:27][CH3:28].O=P(Cl)(Cl)Cl.O. The catalyst is C(Cl)(Cl)Cl. The product is [O:1]=[C:2]1[N:10]([CH2:11][CH2:12][CH3:13])[C:9]2[NH:8][C:7]([C:14]34[CH2:19][CH2:18][C:17]([C:22]#[N:23])([CH2:20][CH2:21]3)[CH2:16][CH2:15]4)=[N:6][C:5]=2[C:4](=[O:25])[N:3]1[CH2:26][CH2:27][CH3:28]. The yield is 0.950. (4) The reactants are [CH2:1]([NH:8][C:9]1[N:14]2[N:15]=[CH:16][C:17]([Br:18])=[C:13]2[N:12]=[CH:11][C:10]=1[C:19]([OH:21])=O)[C:2]1[CH:7]=[CH:6][CH:5]=[CH:4][CH:3]=1.Cl.[CH3:23][C:24]1[CH:29]=[CH:28][C:27]([CH:30]2[CH2:35][CH2:34][NH:33][CH2:32][CH2:31]2)=[CH:26][CH:25]=1. No catalyst specified. The product is [CH2:1]([NH:8][C:9]1[N:14]2[N:15]=[CH:16][C:17]([Br:18])=[C:13]2[N:12]=[CH:11][C:10]=1[C:19]([N:33]1[CH2:34][CH2:35][CH:30]([C:27]2[CH:26]=[CH:25][C:24]([CH3:23])=[CH:29][CH:28]=2)[CH2:31][CH2:32]1)=[O:21])[C:2]1[CH:3]=[CH:4][CH:5]=[CH:6][CH:7]=1. The yield is 0.770.